From a dataset of Full USPTO retrosynthesis dataset with 1.9M reactions from patents (1976-2016). Predict the reactants needed to synthesize the given product. (1) Given the product [CH3:27][C:28]1[N:29]=[C:30]([N:36]2[CH2:40][CH2:39][N:38]([CH2:41][C:42]3[CH:46]=[C:45]([CH3:47])[O:44][N:43]=3)[C:37]2=[O:48])[S:31][C:32]=1[C:33]([NH:49][CH2:50][C:51]1[CH:52]=[N:53][CH:54]=[CH:55][CH:56]=1)=[O:35], predict the reactants needed to synthesize it. The reactants are: ClC1C=CC2SC=C(CN3CCN(C4SC(C(O)=O)=C(C)N=4)C3=O)C=2C=1.[CH3:27][C:28]1[N:29]=[C:30]([N:36]2[CH2:40][CH2:39][N:38]([CH2:41][C:42]3[CH:46]=[C:45]([CH3:47])[O:44][N:43]=3)[C:37]2=[O:48])[S:31][C:32]=1[C:33]([OH:35])=O.[NH2:49][CH2:50][C:51]1[CH:52]=[N:53][CH:54]=[CH:55][CH:56]=1. (2) Given the product [Cl:35][C:29]1[CH:30]=[CH:31][CH:32]=[C:33]([Cl:34])[C:28]=1[C:21]1[C:20]([CH2:19][O:18][C:15]2[N:14]=[C:13]([CH3:36])[C:12]([NH:11][S:10]([C:7]3[CH:6]=[CH:5][C:4]([C:3]([OH:39])=[O:2])=[CH:9][CH:8]=3)(=[O:37])=[O:38])=[CH:17][CH:16]=2)=[C:24]([CH:25]([CH3:27])[CH3:26])[O:23][N:22]=1, predict the reactants needed to synthesize it. The reactants are: C[O:2][C:3](=[O:39])[C:4]1[CH:9]=[CH:8][C:7]([S:10](=[O:38])(=[O:37])[NH:11][C:12]2[C:13]([CH3:36])=[N:14][C:15]([O:18][CH2:19][C:20]3[C:21]([C:28]4[C:33]([Cl:34])=[CH:32][CH:31]=[CH:30][C:29]=4[Cl:35])=[N:22][O:23][C:24]=3[CH:25]([CH3:27])[CH3:26])=[CH:16][CH:17]=2)=[CH:6][CH:5]=1.[OH-].[Na+].O. (3) Given the product [CH3:11][O:12][C:13]1[CH:14]=[C:15]2[C:20]([N:19]([CH3:23])[C:18](=[O:24])[CH:17]3[CH2:4][CH:16]32)=[CH:21][CH:22]=1, predict the reactants needed to synthesize it. The reactants are: [I-].[K+].[Cl-].[CH3:4][S+](C)(C)=O.[H-].[Na+].[CH3:11][O:12][C:13]1[CH:14]=[C:15]2[C:20](=[CH:21][CH:22]=1)[N:19]([CH3:23])[C:18](=[O:24])[CH:17]=[CH:16]2.